Predict the product of the given reaction. From a dataset of Forward reaction prediction with 1.9M reactions from USPTO patents (1976-2016). Given the reactants Br[C:2]1[CH:7]=[CH:6][C:5]([NH:8][C:9]([NH:11][CH2:12][CH2:13][CH2:14][CH2:15][N:16]2[CH2:21][CH2:20][O:19][CH2:18][CH2:17]2)=[O:10])=[CH:4][CH:3]=1.[Cl:22][C:23]1[CH:28]=[CH:27][CH:26]=[CH:25][C:24]=1B(O)O.C([O-])([O-])=O.[Na+].[Na+], predict the reaction product. The product is: [Cl:22][C:23]1[CH:28]=[CH:27][CH:26]=[CH:25][C:24]=1[C:2]1[CH:7]=[CH:6][C:5]([NH:8][C:9]([NH:11][CH2:12][CH2:13][CH2:14][CH2:15][N:16]2[CH2:21][CH2:20][O:19][CH2:18][CH2:17]2)=[O:10])=[CH:4][CH:3]=1.